From a dataset of Catalyst prediction with 721,799 reactions and 888 catalyst types from USPTO. Predict which catalyst facilitates the given reaction. (1) Reactant: C([O:3][C:4]([CH2:6][CH2:7][NH:8][C:9]([C:11]1[NH:12][C:13]([CH3:34])=[C:14]([C:17]2[NH:18][C:19]3[CH:25]=[C:24]([C:26](=[O:33])[C:27]4[CH:32]=[CH:31][CH:30]=[CH:29][CH:28]=4)[CH:23]=[CH:22][C:20]=3[N:21]=2)[C:15]=1[CH3:16])=[O:10])=[O:5])C.[OH-].[Na+].Cl. Product: [C:4]([CH2:6][CH2:7][NH:8][C:9]([C:11]1[NH:12][C:13]([CH3:34])=[C:14]([C:17]2[NH:18][C:19]3[CH:25]=[C:24]([C:26](=[O:33])[C:27]4[CH:28]=[CH:29][CH:30]=[CH:31][CH:32]=4)[CH:23]=[CH:22][C:20]=3[N:21]=2)[C:15]=1[CH3:16])=[O:10])([OH:5])=[O:3]. The catalyst class is: 214. (2) Reactant: [NH2:1][C:2]1[C:3]2[C:10]([C:11]3[CH:16]=[CH:15][C:14]([NH:17][C:18](=O)[O:19]C4C=CC=CC=4)=[C:13]([O:27][CH3:28])[CH:12]=3)=[CH:9][N:8]([CH:29]3[CH2:34][CH2:33][O:32][CH2:31][CH2:30]3)[C:4]=2[N:5]=[CH:6][N:7]=1.[Br:35][C:36]1[N:37]=[CH:38][S:39][C:40]=1[CH2:41][OH:42]. Product: [NH2:1][C:2]1[C:3]2[C:10]([C:11]3[CH:16]=[CH:15][C:14]([NH:17][C:18](=[O:19])[O:42][CH2:41][C:40]4[S:39][CH:38]=[N:37][C:36]=4[Br:35])=[C:13]([O:27][CH3:28])[CH:12]=3)=[CH:9][N:8]([CH:29]3[CH2:34][CH2:33][O:32][CH2:31][CH2:30]3)[C:4]=2[N:5]=[CH:6][N:7]=1. The catalyst class is: 17. (3) Reactant: [C:1]12([CH2:11][OH:12])[CH2:10][CH:5]3[CH2:6][CH:7]([CH2:9][CH:3]([CH2:4]3)[CH2:2]1)[CH2:8]2.F[C:14]1[CH:19]=[C:18]([I:20])[CH:17]=[CH:16][N:15]=1.[H-].[Na+]. Product: [C:1]12([CH2:11][O:12][C:14]3[CH:19]=[C:18]([I:20])[CH:17]=[CH:16][N:15]=3)[CH2:8][CH:7]3[CH2:6][CH:5]([CH2:4][CH:3]([CH2:9]3)[CH2:2]1)[CH2:10]2. The catalyst class is: 7. (4) Reactant: [NH2:1][C:2]1[CH:7]=[CH:6][C:5]([S:8][C:9]2[CH:25]=[CH:24][C:12]([C:13]([NH:15][C@H:16]([C:18]3[CH:23]=[CH:22][CH:21]=[CH:20][CH:19]=3)[CH3:17])=[O:14])=[CH:11][C:10]=2[NH:26][C:27]2[C:28]3[CH:36]=[CH:35][C:34]([CH:37]([CH3:39])[CH3:38])=[N:33][C:29]=3[N:30]=[CH:31][N:32]=2)=[CH:4][CH:3]=1.C(N(CC)CC)C.[CH3:47][S:48](Cl)(=[O:50])=[O:49]. Product: [CH:37]([C:34]1[CH:35]=[CH:36][C:28]2[C:27]([NH:26][C:10]3[CH:11]=[C:12]([CH:24]=[CH:25][C:9]=3[S:8][C:5]3[CH:6]=[CH:7][C:2]([NH:1][S:48]([CH3:47])(=[O:50])=[O:49])=[CH:3][CH:4]=3)[C:13]([NH:15][C@H:16]([C:18]3[CH:19]=[CH:20][CH:21]=[CH:22][CH:23]=3)[CH3:17])=[O:14])=[N:32][CH:31]=[N:30][C:29]=2[N:33]=1)([CH3:39])[CH3:38]. The catalyst class is: 56. (5) Reactant: [ClH:1].[CH3:2][O:3][C:4]1[CH:5]=[C:6]([NH:19]C(=O)OC(C)(C)C)[CH:7]=[C:8]([O:10][CH2:11][CH2:12][N:13]2[CH2:18][CH2:17][O:16][CH2:15][CH2:14]2)[CH:9]=1. Product: [ClH:1].[CH3:2][O:3][C:4]1[CH:5]=[C:6]([CH:7]=[C:8]([O:10][CH2:11][CH2:12][N:13]2[CH2:18][CH2:17][O:16][CH2:15][CH2:14]2)[CH:9]=1)[NH2:19]. The catalyst class is: 41. (6) Reactant: C(Cl)(=O)C(Cl)=O.CS(C)=O.[OH:11][CH2:12][CH2:13][N:14]([C:22]1[CH:27]=[CH:26][CH:25]=[CH:24][CH:23]=1)[C:15](=[O:21])[O:16][C:17]([CH3:20])([CH3:19])[CH3:18].C(N(CC)CC)C. Product: [O:11]=[CH:12][CH2:13][N:14]([C:22]1[CH:23]=[CH:24][CH:25]=[CH:26][CH:27]=1)[C:15](=[O:21])[O:16][C:17]([CH3:20])([CH3:19])[CH3:18]. The catalyst class is: 20. (7) Reactant: [N+:1]([C:4]1[CH:5]=[C:6]([N:10]2[C:14](=[O:15])[CH2:13][NH:12][C:11]2=[O:16])[CH:7]=[CH:8][CH:9]=1)([O-])=O. Product: [NH2:1][C:4]1[CH:5]=[C:6]([N:10]2[C:14](=[O:15])[CH2:13][NH:12][C:11]2=[O:16])[CH:7]=[CH:8][CH:9]=1. The catalyst class is: 43. (8) Reactant: [I:1][C:2]1[CH:7]=[CH:6][CH:5]=[CH:4][C:3]=1[CH2:8][C:9]#[N:10].[CH3:11]C(C)([O-])C.[Na+].CI. Product: [I:1][C:2]1[CH:7]=[CH:6][CH:5]=[CH:4][C:3]=1[CH:8]([CH3:11])[C:9]#[N:10]. The catalyst class is: 3. (9) Reactant: [Br:1][C:2]1[CH:7]=[CH:6][C:5]([O:8][CH3:9])=[CH:4][C:3]=1[CH2:10][OH:11].[CH:12]([O:14][CH2:15][CH3:16])=[CH2:13].C1(C)C=CC(S([O-])(=O)=O)=CC=1.[NH+]1C=CC=CC=1.C(=O)(O)[O-].[Na+]. Product: [Br:1][C:2]1[CH:7]=[CH:6][C:5]([O:8][CH3:9])=[CH:4][C:3]=1[CH2:10][O:11][CH:12]([O:14][CH2:15][CH3:16])[CH3:13]. The catalyst class is: 4. (10) Reactant: [CH:1]([NH:3][C:4]1[CH:9]=[CH:8][C:7]([CH:10]([C:20]2[CH:25]=[CH:24][C:23]([NH:26][CH:27]=O)=[CH:22][CH:21]=2)[C:11]2[CH:16]=[CH:15][C:14]([NH:17][CH:18]=O)=[CH:13][CH:12]=2)=[CH:6][CH:5]=1)=O.[H-].[Al+3].[Li+].[H-].[H-].[H-].O. Product: [CH3:18][NH:17][C:14]1[CH:13]=[CH:12][C:11]([CH:10]([C:7]2[CH:6]=[CH:5][C:4]([NH:3][CH3:1])=[CH:9][CH:8]=2)[C:20]2[CH:25]=[CH:24][C:23]([NH:26][CH3:27])=[CH:22][CH:21]=2)=[CH:16][CH:15]=1. The catalyst class is: 7.